From a dataset of NCI-60 drug combinations with 297,098 pairs across 59 cell lines. Regression. Given two drug SMILES strings and cell line genomic features, predict the synergy score measuring deviation from expected non-interaction effect. (1) Drug 1: CC(C)(C1=NC(=CC=C1)N2C3=NC(=NC=C3C(=O)N2CC=C)NC4=CC=C(C=C4)N5CCN(CC5)C)O. Drug 2: CN1C=C(C=N1)C2=C3N=C(C(=C(N3N=C2)N)Br)C4CCCNC4. Cell line: SW-620. Synergy scores: CSS=56.3, Synergy_ZIP=11.5, Synergy_Bliss=11.3, Synergy_Loewe=-32.5, Synergy_HSA=11.5. (2) Drug 1: C1=NNC2=C1C(=O)NC=N2. Drug 2: C(CCl)NC(=O)N(CCCl)N=O. Cell line: M14. Synergy scores: CSS=4.47, Synergy_ZIP=0.564, Synergy_Bliss=4.25, Synergy_Loewe=-3.06, Synergy_HSA=-0.802. (3) Drug 1: COC1=C(C=C2C(=C1)N=CN=C2NC3=CC(=C(C=C3)F)Cl)OCCCN4CCOCC4. Drug 2: CC1OCC2C(O1)C(C(C(O2)OC3C4COC(=O)C4C(C5=CC6=C(C=C35)OCO6)C7=CC(=C(C(=C7)OC)O)OC)O)O. Cell line: OVCAR-4. Synergy scores: CSS=22.2, Synergy_ZIP=-5.90, Synergy_Bliss=1.81, Synergy_Loewe=3.24, Synergy_HSA=5.38. (4) Drug 1: C1=CC(=CC=C1CCC2=CNC3=C2C(=O)NC(=N3)N)C(=O)NC(CCC(=O)O)C(=O)O. Drug 2: C1=CN(C=N1)CC(O)(P(=O)(O)O)P(=O)(O)O. Cell line: RXF 393. Synergy scores: CSS=10.9, Synergy_ZIP=-5.39, Synergy_Bliss=-5.71, Synergy_Loewe=-1.59, Synergy_HSA=-1.24. (5) Drug 1: COC1=C(C=C2C(=C1)N=CN=C2NC3=CC(=C(C=C3)F)Cl)OCCCN4CCOCC4. Drug 2: COC1=CC(=CC(=C1O)OC)C2C3C(COC3=O)C(C4=CC5=C(C=C24)OCO5)OC6C(C(C7C(O6)COC(O7)C8=CC=CS8)O)O. Cell line: HS 578T. Synergy scores: CSS=34.8, Synergy_ZIP=5.16, Synergy_Bliss=5.81, Synergy_Loewe=6.81, Synergy_HSA=10.5. (6) Drug 1: CC1OCC2C(O1)C(C(C(O2)OC3C4COC(=O)C4C(C5=CC6=C(C=C35)OCO6)C7=CC(=C(C(=C7)OC)O)OC)O)O. Drug 2: CC1=C2C(C(=O)C3(C(CC4C(C3C(C(C2(C)C)(CC1OC(=O)C(C(C5=CC=CC=C5)NC(=O)C6=CC=CC=C6)O)O)OC(=O)C7=CC=CC=C7)(CO4)OC(=O)C)O)C)OC(=O)C. Cell line: NCI-H460. Synergy scores: CSS=64.0, Synergy_ZIP=-2.45, Synergy_Bliss=-3.15, Synergy_Loewe=-6.23, Synergy_HSA=1.45. (7) Drug 1: C1CN1P(=S)(N2CC2)N3CC3. Drug 2: C1=NC(=NC(=O)N1C2C(C(C(O2)CO)O)O)N. Cell line: COLO 205. Synergy scores: CSS=44.8, Synergy_ZIP=-2.29, Synergy_Bliss=-0.327, Synergy_Loewe=-5.79, Synergy_HSA=2.18. (8) Drug 1: C1=CC(=CC=C1CC(C(=O)O)N)N(CCCl)CCCl.Cl. Drug 2: CC1C(C(=O)NC(C(=O)N2CCCC2C(=O)N(CC(=O)N(C(C(=O)O1)C(C)C)C)C)C(C)C)NC(=O)C3=C4C(=C(C=C3)C)OC5=C(C(=O)C(=C(C5=N4)C(=O)NC6C(OC(=O)C(N(C(=O)CN(C(=O)C7CCCN7C(=O)C(NC6=O)C(C)C)C)C)C(C)C)C)N)C. Cell line: NCI-H522. Synergy scores: CSS=17.6, Synergy_ZIP=7.06, Synergy_Bliss=17.0, Synergy_Loewe=16.6, Synergy_HSA=16.5.